From a dataset of Peptide-MHC class II binding affinity with 134,281 pairs from IEDB. Regression. Given a peptide amino acid sequence and an MHC pseudo amino acid sequence, predict their binding affinity value. This is MHC class II binding data. The peptide sequence is DPIYKRKVLELAAAL. The MHC is DRB1_0405 with pseudo-sequence DRB1_0405. The binding affinity (normalized) is 0.276.